From a dataset of Forward reaction prediction with 1.9M reactions from USPTO patents (1976-2016). Predict the product of the given reaction. (1) The product is: [I:12][C:9]1[CH:10]=[CH:11][C:6]([O:5][CH2:4][CH2:3][CH2:2][N:13]2[CH2:18][CH2:17][CH2:16][CH2:15][CH2:14]2)=[CH:7][CH:8]=1. Given the reactants Cl[CH2:2][CH2:3][CH2:4][O:5][C:6]1[CH:11]=[CH:10][C:9]([I:12])=[CH:8][CH:7]=1.[NH:13]1[CH2:18][CH2:17][CH2:16][CH2:15][CH2:14]1, predict the reaction product. (2) Given the reactants [N:1]1[CH:6]=[CH:5][CH:4]=[CH:3][C:2]=1[CH2:7][CH2:8][CH2:9][C:10]([O:12][CH2:13][CH3:14])=[O:11].[C:15]1([CH2:21][CH2:22][CH2:23]I)[CH:20]=[CH:19][CH:18]=[CH:17][CH:16]=1, predict the reaction product. The product is: [C:15]1([CH2:21][CH2:22][CH2:23][CH:9]([CH2:8][CH2:7][C:2]2[CH:3]=[CH:4][CH:5]=[CH:6][N:1]=2)[C:10]([O:12][CH2:13][CH3:14])=[O:11])[CH:20]=[CH:19][CH:18]=[CH:17][CH:16]=1. (3) Given the reactants [CH3:1][O:2][C:3]1[CH:8]=[CH:7][C:6]([O:9][C:10]([F:13])([F:12])[F:11])=[CH:5][C:4]=1B(O)O.Br[C:18]1[N:19]=[CH:20][C:21]([NH:25][CH2:26][C:27]2[CH:32]=[CH:31][C:30]([O:33][CH3:34])=[CH:29][CH:28]=2)=[N:22][C:23]=1[Cl:24], predict the reaction product. The product is: [CH3:1][O:2][C:3]1[CH:8]=[CH:7][C:6]([O:9][C:10]([F:13])([F:12])[F:11])=[CH:5][C:4]=1[C:20]1[C:21]([NH:25][CH2:26][C:27]2[CH:32]=[CH:31][C:30]([O:33][CH3:34])=[CH:29][CH:28]=2)=[N:22][C:23]([Cl:24])=[CH:18][N:19]=1. (4) Given the reactants [CH2:1]([C:3]1[CH:8]=[CH:7][C:6]([CH:9]2[CH2:14][N:13]([C:15]([N:17]3[CH2:22][CH2:21][O:20][CH2:19][CH2:18]3)=[O:16])[CH2:12][CH:11]([C:23]([OH:25])=O)[CH2:10]2)=[CH:5][CH:4]=1)[CH3:2].O[N:27]=[C:28]([C:30]1[CH:35]=[CH:34][CH:33]=[C:32]([O:36][CH3:37])[CH:31]=1)[NH2:29], predict the reaction product. The product is: [CH2:1]([C:3]1[CH:8]=[CH:7][C:6]([CH:9]2[CH2:10][CH:11]([C:23]3[O:25][N:29]=[C:28]([C:30]4[CH:35]=[CH:34][CH:33]=[C:32]([O:36][CH3:37])[CH:31]=4)[N:27]=3)[CH2:12][N:13]([C:15]([N:17]3[CH2:18][CH2:19][O:20][CH2:21][CH2:22]3)=[O:16])[CH2:14]2)=[CH:5][CH:4]=1)[CH3:2]. (5) The product is: [O:11]=[C:6]1[CH:7]([C:13](=[O:14])[C:12]([O:17][CH3:18])=[O:16])[CH2:8][CH2:9][C:10]2[CH:1]=[N:2][CH:3]=[CH:4][C:5]1=2. Given the reactants [CH:1]1[C:10]2[CH2:9][CH2:8][CH2:7][C:6](=[O:11])[C:5]=2[CH:4]=[CH:3][N:2]=1.[C:12]([O:17][CH2:18]C)(=[O:16])[C:13]([O-])=[O:14].C[O-].[Na+], predict the reaction product.